From a dataset of Forward reaction prediction with 1.9M reactions from USPTO patents (1976-2016). Predict the product of the given reaction. (1) Given the reactants [N:1]1([C:7]([O:9]C(C)(C)C)=O)[CH2:6][CH2:5][NH:4][CH2:3][CH2:2]1.[Cl:14][C:15]1[S:19][C:18]([NH:20]C(=O)OC2C=CC=CC=2)=[N:17][C:16]=1[CH2:30][CH3:31], predict the reaction product. The product is: [Cl:14][C:15]1[S:19][C:18]([NH:20][C:7]([N:1]2[CH2:2][CH2:3][NH:4][CH2:5][CH2:6]2)=[O:9])=[N:17][C:16]=1[CH2:30][CH3:31]. (2) Given the reactants [Br:1][C:2]1[CH:7]=[C:6]([F:8])[CH:5]=[CH:4][C:3]=1[CH:9]=[CH:10][C:11](=[O:13])[CH3:12].C[O:15][C:16]1C=CC=C[C:17]=1C1CC(=O)CC(=O)C1, predict the reaction product. The product is: [Br:1][C:2]1[CH:7]=[C:6]([F:8])[CH:5]=[CH:4][C:3]=1[CH:9]1[CH2:17][C:16](=[O:15])[CH2:12][C:11](=[O:13])[CH2:10]1. (3) Given the reactants [F:1][C:2]([F:18])([C:6]1[CH:11]=[CH:10][C:9]([O:12][C:13]([F:16])([F:15])[F:14])=[C:8]([CH3:17])[CH:7]=1)[C:3]([OH:5])=O.P(Cl)(Cl)(Cl)=O.Cl.[NH2:25][CH2:26][C:27]1[CH:28]=[C:29]2[C:33](=[CH:34][CH:35]=1)[C:32](=[O:36])[N:31]([CH:37]1[CH2:42][CH2:41][C:40](=[O:43])[NH:39][C:38]1=[O:44])[CH2:30]2.C(=O)(O)[O-].[Na+], predict the reaction product. The product is: [O:44]=[C:38]1[CH:37]([N:31]2[CH2:30][C:29]3[C:33](=[CH:34][CH:35]=[C:27]([CH2:26][NH:25][C:3](=[O:5])[C:2]([F:1])([F:18])[C:6]4[CH:11]=[CH:10][C:9]([O:12][C:13]([F:16])([F:15])[F:14])=[C:8]([CH3:17])[CH:7]=4)[CH:28]=3)[C:32]2=[O:36])[CH2:42][CH2:41][C:40](=[O:43])[NH:39]1. (4) Given the reactants Br[C:2]1[CH:3]=[C:4]([N+:11]([O-:13])=[O:12])[C:5]2[O:9][CH:8]=[CH:7][C:6]=2[CH:10]=1.[B:14]1([B:14]2[O:18][C:17]([CH3:20])([CH3:19])[C:16]([CH3:22])([CH3:21])[O:15]2)[O:18][C:17]([CH3:20])([CH3:19])[C:16]([CH3:22])([CH3:21])[O:15]1.C([O-])(=O)C.[K+].O, predict the reaction product. The product is: [N+:11]([C:4]1[C:5]2[O:9][CH:8]=[CH:7][C:6]=2[CH:10]=[C:2]([B:14]2[O:18][C:17]([CH3:20])([CH3:19])[C:16]([CH3:22])([CH3:21])[O:15]2)[CH:3]=1)([O-:13])=[O:12].